This data is from Peptide-MHC class I binding affinity with 185,985 pairs from IEDB/IMGT. The task is: Regression. Given a peptide amino acid sequence and an MHC pseudo amino acid sequence, predict their binding affinity value. This is MHC class I binding data. (1) The peptide sequence is TVFRNQNRV. The MHC is HLA-B57:01 with pseudo-sequence HLA-B57:01. The binding affinity (normalized) is 0.0847. (2) The peptide sequence is NSGEETIGEAF. The MHC is Mamu-B01 with pseudo-sequence Mamu-B01. The binding affinity (normalized) is 0. (3) The peptide sequence is RVDKLTQGR. The MHC is HLA-B15:01 with pseudo-sequence HLA-B15:01. The binding affinity (normalized) is 0.0847. (4) The peptide sequence is EPFSRRHPL. The MHC is HLA-B46:01 with pseudo-sequence HLA-B46:01. The binding affinity (normalized) is 0.0847. (5) The peptide sequence is STAEQLSKYV. The MHC is HLA-A02:06 with pseudo-sequence HLA-A02:06. The binding affinity (normalized) is 0.395. (6) The peptide sequence is AFFSDLVKF. The MHC is HLA-A11:01 with pseudo-sequence HLA-A11:01. The binding affinity (normalized) is 0.213. (7) The peptide sequence is NIEIMDKEQL. The MHC is HLA-A02:03 with pseudo-sequence HLA-A02:03. The binding affinity (normalized) is 0.108.